Dataset: Reaction yield outcomes from USPTO patents with 853,638 reactions. Task: Predict the reaction yield, written as a fraction of the theoretical maximum amount of product (1.0 means a 100% yield; for example, 0.34 means a 34% yield). (1) The reactants are O[CH2:2][C:3]1[CH:12]=[N:11][C:10]2[N:9]3[CH2:13][CH2:14][CH2:15][CH2:16][C@H:8]3[C:7](=[O:17])[NH:6][C:5]=2[CH:4]=1.[I-].C(C[P+](C)(C)C)#N.C(N(C(C)C)C(C)C)C.Cl.[Cl:36][C:37]1[CH:42]=[CH:41][C:40]([N:43]2[CH2:48][CH2:47][NH:46][CH2:45][CH2:44]2)=[CH:39][CH:38]=1. The catalyst is C(#N)CC.CCO.O. The product is [Cl:36][C:37]1[CH:38]=[CH:39][C:40]([N:43]2[CH2:48][CH2:47][N:46]([CH2:2][C:3]3[CH:12]=[N:11][C:10]4[N:9]5[CH2:13][CH2:14][CH2:15][CH2:16][C@H:8]5[C:7](=[O:17])[NH:6][C:5]=4[CH:4]=3)[CH2:45][CH2:44]2)=[CH:41][CH:42]=1. The yield is 0.430. (2) The reactants are COC1C=CC(C[NH:8][C:9]2[CH:14]=[C:13]([O:15][C:16]3[CH:21]=[CH:20][C:19]([NH2:22])=[C:18]([F:23])[CH:17]=3)[CH:12]=[CH:11][N:10]=2)=CC=1.[N+]([O-])([O-])=O.[Ce+4].[NH4+].[N+]([O-])([O-])=O.[N+]([O-])([O-])=O.[N+]([O-])([O-])=O.[N+]([O-])([O-])=O. The catalyst is C(Cl)Cl. The product is [NH2:22][C:19]1[CH:20]=[CH:21][C:16]([O:15][C:13]2[CH:12]=[CH:11][N:10]=[C:9]([NH2:8])[CH:14]=2)=[CH:17][C:18]=1[F:23]. The yield is 0.770. (3) The reactants are [NH2:1][C:2]1[CH:3]=[CH:4][CH:5]=[C:6]2[C:11]=1[N:10]=[CH:9][CH:8]=[CH:7]2.C(O[CH:15]=[C:16]([C:22]([O:24][CH2:25][CH3:26])=[O:23])[C:17]([O:19][CH2:20][CH3:21])=[O:18])C. The catalyst is CO. The product is [CH2:20]([O:19][C:17](=[O:18])[C:16](=[CH:15][NH:1][C:2]1[CH:3]=[CH:4][CH:5]=[C:6]2[C:11]=1[N:10]=[CH:9][CH:8]=[CH:7]2)[C:22]([O:24][CH2:25][CH3:26])=[O:23])[CH3:21]. The yield is 0.790.